This data is from Catalyst prediction with 721,799 reactions and 888 catalyst types from USPTO. The task is: Predict which catalyst facilitates the given reaction. Reactant: [Br:1][C:2]1[CH:3]=[CH:4][C:5](F)=[C:6]([CH:9]=1)[CH:7]=[O:8].[OH:11][C:12]1[CH:13]=[CH:14][C:15]2[S:19][CH2:18][CH2:17][C:16]=2[CH:20]=1.C([O-])([O-])=O.[K+].[K+]. Product: [Br:1][C:2]1[CH:3]=[CH:4][C:5]([O:11][C:12]2[CH:13]=[CH:14][C:15]3[S:19][CH2:18][CH2:17][C:16]=3[CH:20]=2)=[C:6]([CH:9]=1)[CH:7]=[O:8]. The catalyst class is: 3.